This data is from Peptide-MHC class I binding affinity with 185,985 pairs from IEDB/IMGT. The task is: Regression. Given a peptide amino acid sequence and an MHC pseudo amino acid sequence, predict their binding affinity value. This is MHC class I binding data. (1) The peptide sequence is SSSNPTIEEG. The MHC is HLA-B58:01 with pseudo-sequence HLA-B58:01. The binding affinity (normalized) is 0.196. (2) The peptide sequence is VHREWFMDL. The MHC is HLA-B40:01 with pseudo-sequence HLA-B40:01. The binding affinity (normalized) is 0.0847. (3) The peptide sequence is VSDGGPNLY. The MHC is HLA-A30:01 with pseudo-sequence HLA-A30:01. The binding affinity (normalized) is 0.0847. (4) The peptide sequence is LLSAGIFGA. The MHC is HLA-A02:01 with pseudo-sequence HLA-A02:01. The binding affinity (normalized) is 0.807. (5) The peptide sequence is GLFVYLIRY. The MHC is HLA-A24:03 with pseudo-sequence HLA-A24:03. The binding affinity (normalized) is 0.0847. (6) The peptide sequence is KTAVQMAVF. The MHC is HLA-B40:01 with pseudo-sequence HLA-B40:01. The binding affinity (normalized) is 0. (7) The peptide sequence is SSNKDPITVY. The MHC is HLA-A68:01 with pseudo-sequence HLA-A68:01. The binding affinity (normalized) is 0.0144.